Dataset: Full USPTO retrosynthesis dataset with 1.9M reactions from patents (1976-2016). Task: Predict the reactants needed to synthesize the given product. (1) Given the product [F:28][C:4]1[CH:3]=[C:2]([C:33]2[C:32]([C:29]([OH:31])=[O:30])=[CH:37][CH:36]=[CH:35][CH:34]=2)[CH:7]=[CH:6][C:5]=1[CH:8]([C:21]1[CH:26]=[CH:25][CH:24]=[CH:23][C:22]=1[CH3:27])[CH2:9]/[C:10](=[N:11]\[OH:12])/[C:13]1[CH:14]=[CH:15][C:16](=[O:20])[N:17]([CH3:19])[CH:18]=1, predict the reactants needed to synthesize it. The reactants are: Br[C:2]1[CH:7]=[CH:6][C:5]([CH:8]([C:21]2[CH:26]=[CH:25][CH:24]=[CH:23][C:22]=2[CH3:27])[CH2:9]/[C:10](/[C:13]2[CH:14]=[CH:15][C:16](=[O:20])[N:17]([CH3:19])[CH:18]=2)=[N:11]\[OH:12])=[C:4]([F:28])[CH:3]=1.[C:29]([C:32]1[CH:37]=[CH:36][CH:35]=[CH:34][C:33]=1B(O)O)([OH:31])=[O:30].O.C(=O)([O-])[O-].[Na+].[Na+]. (2) Given the product [OH:7][CH:6]([CH2:5][OH:4])[CH2:8][O:9][NH:10][C:11]([C:13]1[C:14]([NH:23][C:24]2[CH:29]=[CH:28][C:27]([Br:30])=[CH:26][C:25]=2[F:31])=[CH:15][C:16](=[O:22])[N:17]2[C:21]=1[CH2:20][CH2:19][CH2:18]2)=[O:12], predict the reactants needed to synthesize it. The reactants are: Cl.CC1(C)[O:7][CH:6]([CH2:8][O:9][NH:10][C:11]([C:13]2[C:14]([NH:23][C:24]3[CH:29]=[CH:28][C:27]([Br:30])=[CH:26][C:25]=3[F:31])=[CH:15][C:16](=[O:22])[N:17]3[C:21]=2[CH2:20][CH2:19][CH2:18]3)=[O:12])[CH2:5][O:4]1. (3) Given the product [Br:1][C:2]1[C:3]2[CH:4]=[C:12]([C:13]([C:15]3[CH:20]=[C:19]([F:21])[CH:18]=[C:17]([Cl:22])[CH:16]=3)=[O:14])[O:10][C:6]=2[CH:7]=[CH:8][CH:9]=1, predict the reactants needed to synthesize it. The reactants are: [Br:1][C:2]1[CH:9]=[CH:8][CH:7]=[C:6]([OH:10])[C:3]=1[CH:4]=O.Br[CH2:12][C:13]([C:15]1[CH:20]=[C:19]([F:21])[CH:18]=[C:17]([Cl:22])[CH:16]=1)=[O:14]. (4) The reactants are: [CH3:1][N:2]1[CH:7]=[CH:6][C:5]([C:8]2[CH:13]=[CH:12][C:11]([C:14]3([N:17]4[CH2:22][CH2:21][C:20]([CH2:29][C:30]([CH3:32])=[CH2:31])([C:23]5[CH:28]=[CH:27][CH:26]=[CH:25][CH:24]=5)[O:19][C:18]4=[O:33])[CH2:16][CH2:15]3)=[CH:10][CH:9]=2)=[CH:4][C:3]1=[O:34].C1([SiH3])C=CC=CC=1.CC([OH:45])C.C(Cl)Cl. Given the product [OH:45][C:30]([CH3:32])([CH3:31])[CH2:29][C:20]1([C:23]2[CH:28]=[CH:27][CH:26]=[CH:25][CH:24]=2)[O:19][C:18](=[O:33])[N:17]([C:14]2([C:11]3[CH:10]=[CH:9][C:8]([C:5]4[CH:6]=[CH:7][N:2]([CH3:1])[C:3](=[O:34])[CH:4]=4)=[CH:13][CH:12]=3)[CH2:16][CH2:15]2)[CH2:22][CH2:21]1, predict the reactants needed to synthesize it. (5) Given the product [CH2:3]([O:25][CH:26]1[CH2:27][CH2:28][C:29]2([CH2:34][CH2:33][N:32]([C:35]([O:37][C:38]([CH3:39])([CH3:40])[CH3:41])=[O:36])[CH2:31][CH2:30]2)[CH2:42][CH2:43]1)[CH:4]=[CH2:5], predict the reactants needed to synthesize it. The reactants are: [OH-].[K+].[CH2:3](Br)[CH:4]=[CH2:5].C1OCCOCCOCCOCCOCCOC1.[OH:25][CH:26]1[CH2:43][CH2:42][C:29]2([CH2:34][CH2:33][N:32]([C:35]([O:37][C:38]([CH3:41])([CH3:40])[CH3:39])=[O:36])[CH2:31][CH2:30]2)[CH2:28][CH2:27]1. (6) Given the product [F:16][C:17]([F:24])([F:23])[C:18]([NH:8][C:5]1([C:2]([OH:4])=[O:3])[CH2:7][CH2:6]1)=[O:19], predict the reactants needed to synthesize it. The reactants are: [Cl-].[C:2]([C:5]1([NH3+:8])[CH2:7][CH2:6]1)([OH:4])=[O:3].C(N(CC)CC)C.[F:16][C:17]([F:24])([F:23])[C:18](OCC)=[O:19]. (7) Given the product [Cl:5][C:6]1[N:11]=[CH:10][C:9]([CH2:12][N:13]([CH3:1])[CH:14]2[CH2:15][CH2:16][N:17]([C:20]([O:22][C:23]([CH3:26])([CH3:25])[CH3:24])=[O:21])[CH2:18][CH2:19]2)=[CH:8][CH:7]=1, predict the reactants needed to synthesize it. The reactants are: [C:1]([BH3-])#N.[Na+].[Cl:5][C:6]1[N:11]=[CH:10][C:9]([CH2:12][NH:13][CH:14]2[CH2:19][CH2:18][N:17]([C:20]([O:22][C:23]([CH3:26])([CH3:25])[CH3:24])=[O:21])[CH2:16][CH2:15]2)=[CH:8][CH:7]=1.C=O.Cl.C([O-])(O)=O.[Na+]. (8) Given the product [Cl:1][C:2]1[CH:3]=[C:4]2[C:9](=[CH:10][CH:11]=1)[N:8]=[C:7]([NH:12][C:13]([N:31]1[CH2:32][CH2:33][N:28]([C:23]3[CH:24]=[C:25]([CH3:27])[CH:26]=[C:21]([CH3:20])[CH:22]=3)[CH2:29][CH2:30]1)=[O:17])[C:6]([O:18][CH3:19])=[N:5]2, predict the reactants needed to synthesize it. The reactants are: [Cl:1][C:2]1[CH:3]=[C:4]2[C:9](=[CH:10][CH:11]=1)[N:8]=[C:7]([NH:12][C:13](=[O:17])OCC)[C:6]([O:18][CH3:19])=[N:5]2.[CH3:20][C:21]1[CH:22]=[C:23]([N:28]2[CH2:33][CH2:32][NH:31][CH2:30][CH2:29]2)[CH:24]=[C:25]([CH3:27])[CH:26]=1.